From a dataset of Forward reaction prediction with 1.9M reactions from USPTO patents (1976-2016). Predict the product of the given reaction. (1) The product is: [F:36][C:33]1[CH:32]=[CH:31][C:30]([C:22]2[C:21]3[C:26](=[C:27]([CH3:28])[C:18]([S:14][C:12]4[S:13][C:9]([C:3]([OH:8])([C:4]([F:7])([F:6])[F:5])[C:2]([F:15])([F:1])[F:16])=[CH:10][N:11]=4)=[CH:19][CH:20]=3)[O:25][C:24](=[O:29])[CH:23]=2)=[CH:35][CH:34]=1. Given the reactants [F:1][C:2]([F:16])([F:15])[C:3]([C:9]1[S:13][C:12]([SH:14])=[N:11][CH:10]=1)([OH:8])[C:4]([F:7])([F:6])[F:5].Br[C:18]1[C:27]([CH3:28])=[C:26]2[C:21]([C:22]([C:30]3[CH:35]=[CH:34][C:33]([F:36])=[CH:32][CH:31]=3)=[CH:23][C:24](=[O:29])[O:25]2)=[CH:20][CH:19]=1.C(=O)([O-])[O-].[K+].[K+], predict the reaction product. (2) Given the reactants [N:1]1[CH:6]=[CH:5][CH:4]=[C:3]([O:7][C:8]2[CH:9]=[C:10]([CH:14]=[CH:15][CH:16]=2)[C:11]([OH:13])=O)[CH:2]=1.[CH3:17][C:18]1[N:19]=[C:20]([NH2:23])[S:21][CH:22]=1.F[P-](F)(F)(F)(F)F.N1(OC(N(C)C)=[N+](C)C)C2N=CC=CC=2N=N1.CCN(C(C)C)C(C)C, predict the reaction product. The product is: [CH3:17][C:18]1[N:19]=[C:20]([NH:23][C:11](=[O:13])[C:10]2[CH:14]=[CH:15][CH:16]=[C:8]([O:7][C:3]3[CH:2]=[N:1][CH:6]=[CH:5][CH:4]=3)[CH:9]=2)[S:21][CH:22]=1. (3) The product is: [CH3:21][C:18]1[N:14]2[C:15](=[O:17])[C:16]3[NH:8][C:9]([C:27]4[CH:28]=[N:29][N:30]([CH3:32])[CH:31]=4)=[N:10][C:11]=3[N:12]([CH2:22][CH2:23][CH2:24][CH2:25][CH3:26])[C:13]2=[N:20][N:19]=1. Given the reactants COC1C=CC(C[N:8]2[C:16]3[C:15](=[O:17])[N:14]4[C:18]([CH3:21])=[N:19][N:20]=[C:13]4[N:12]([CH2:22][CH2:23][CH2:24][CH2:25][CH3:26])[C:11]=3[N:10]=[C:9]2[C:27]2[CH:28]=[N:29][N:30]([CH3:32])[CH:31]=2)=CC=1, predict the reaction product. (4) Given the reactants CC1C(CCN2CCN(C3C=CC=C4C=3C=CC(C)=N4)CC2)=C2C(=CC=1)NC(=[O:12])CC2.[CH3:32][N:33]1[C:42]2[C:37](=[C:38]([CH2:44][CH:45]=C)[C:39]([CH3:43])=[CH:40][CH:41]=2)[CH:36]=[CH:35][C:34]1=[O:47], predict the reaction product. The product is: [CH3:32][N:33]1[C:42]2[C:37](=[C:38]([CH2:44][CH:45]=[O:12])[C:39]([CH3:43])=[CH:40][CH:41]=2)[CH:36]=[CH:35][C:34]1=[O:47].